This data is from Peptide-MHC class II binding affinity with 134,281 pairs from IEDB. The task is: Regression. Given a peptide amino acid sequence and an MHC pseudo amino acid sequence, predict their binding affinity value. This is MHC class II binding data. (1) The peptide sequence is AVFEAALTKAITAMS. The MHC is HLA-DQA10103-DQB10603 with pseudo-sequence HLA-DQA10103-DQB10603. The binding affinity (normalized) is 0.0380. (2) The peptide sequence is SPEVIPMFSALSEGAT. The MHC is H-2-IAd with pseudo-sequence H-2-IAd. The binding affinity (normalized) is 0.743. (3) The binding affinity (normalized) is 0.719. The MHC is DRB3_0202 with pseudo-sequence DRB3_0202. The peptide sequence is RSIQDNQVAYLIIGIK. (4) The peptide sequence is FYNEKAFLLTTFDVS. The MHC is DRB1_1602 with pseudo-sequence DRB1_1602. The binding affinity (normalized) is 0.516. (5) The peptide sequence is GSLIVNPSLNGFLSK. The MHC is DRB1_0901 with pseudo-sequence DRB1_0901. The binding affinity (normalized) is 0.403.